This data is from Peptide-MHC class I binding affinity with 185,985 pairs from IEDB/IMGT. The task is: Regression. Given a peptide amino acid sequence and an MHC pseudo amino acid sequence, predict their binding affinity value. This is MHC class I binding data. The peptide sequence is ITAVNRYFK. The MHC is HLA-A26:01 with pseudo-sequence HLA-A26:01. The binding affinity (normalized) is 0.0847.